From a dataset of Catalyst prediction with 721,799 reactions and 888 catalyst types from USPTO. Predict which catalyst facilitates the given reaction. (1) Reactant: [OH:1][CH:2]([C:4]1[C:5](=[O:23])[C:6]2[O:22][CH2:21][CH2:20][C:7]=2[N:8]([C:10]2[CH:15]=[CH:14][CH:13]=[C:12]([C:16]([F:19])([F:18])[F:17])[CH:11]=2)[N:9]=1)[CH3:3].CC(OI1(OC(C)=O)(OC(C)=O)OC(=O)C2C=CC=CC1=2)=O.[OH-].[Na+]. Product: [C:2]([C:4]1[C:5](=[O:23])[C:6]2[O:22][CH2:21][CH2:20][C:7]=2[N:8]([C:10]2[CH:15]=[CH:14][CH:13]=[C:12]([C:16]([F:19])([F:18])[F:17])[CH:11]=2)[N:9]=1)(=[O:1])[CH3:3]. The catalyst class is: 10. (2) Reactant: [N+:1]([C:4]1[CH:5]=[N:6][N:7]([CH2:9][CH2:10][N:11]2[CH2:15][CH2:14][CH2:13][CH2:12]2)[CH:8]=1)([O-])=O. Product: [N:11]1([CH2:10][CH2:9][N:7]2[CH:8]=[C:4]([NH2:1])[CH:5]=[N:6]2)[CH2:15][CH2:14][CH2:13][CH2:12]1. The catalyst class is: 63.